Dataset: Full USPTO retrosynthesis dataset with 1.9M reactions from patents (1976-2016). Task: Predict the reactants needed to synthesize the given product. (1) Given the product [CH3:7][C:6]1([CH3:8])[C:2]([CH3:1])([CH3:19])[O:3][B:4]([C:9]2[CH:10]=[CH:11][C:12]([CH2:15][C:16]([NH:30][C:27]3[CH:26]=[C:25]([C:22]4([C:21]([F:31])([F:20])[F:32])[CH2:24][CH2:23]4)[O:29][N:28]=3)=[O:17])=[CH:13][CH:14]=2)[O:5]1, predict the reactants needed to synthesize it. The reactants are: [CH3:1][C:2]1([CH3:19])[C:6]([CH3:8])([CH3:7])[O:5][B:4]([C:9]2[CH:14]=[CH:13][C:12]([CH2:15][C:16](O)=[O:17])=[CH:11][CH:10]=2)[O:3]1.[F:20][C:21]([F:32])([F:31])[C:22]1([C:25]2[O:29][N:28]=[C:27]([NH2:30])[CH:26]=2)[CH2:24][CH2:23]1.CN(C(ON1N=NC2C=CC=NC1=2)=[N+](C)C)C.F[P-](F)(F)(F)(F)F.ON1C2N=CC=CC=2N=N1.CCN(C(C)C)C(C)C. (2) The reactants are: [Br:1][C:2]1[N:7]=[C:6]([CH3:8])[C:5]([CH:9]=[O:10])=[CH:4][C:3]=1[CH3:11].O.[C:13]1(C)C=CC(S(O)(=O)=O)=CC=1.[C:24](=[O:27])(O)[O-].[Na+]. Given the product [Br:1][C:2]1[C:3]([CH3:11])=[CH:4][C:5]([CH:9]([O:27][CH3:24])[O:10][CH3:13])=[C:6]([CH3:8])[N:7]=1, predict the reactants needed to synthesize it. (3) The reactants are: [Br:1][C:2]1[O:3][C:4](/[CH:7]=[CH:8]/[N+:9]([O-:11])=[O:10])=[CH:5][CH:6]=1.[CH:12]1[CH:17]=[CH:16][C:15]([SH:18])=[CH:14][CH:13]=1.C(NC1CCCCC1)(C)C. Given the product [Br:1][C:2]1[O:3][C:4]([CH:7]([S:18][C:15]2[CH:16]=[CH:17][CH:12]=[CH:13][CH:14]=2)[CH2:8][N+:9]([O-:11])=[O:10])=[CH:5][CH:6]=1, predict the reactants needed to synthesize it. (4) Given the product [NH:6]1[C:5]2[CH:9]=[CH:10][C:2]([N:1]3[CH:14]([C:13]4[CH:16]=[C:17]([F:21])[CH:18]=[C:19]([F:20])[C:12]=4[F:11])[C:39](=[O:38])[NH:27][CH2:26]3)=[CH:3][C:4]=2[N:8]=[CH:7]1, predict the reactants needed to synthesize it. The reactants are: [NH2:1][C:2]1[CH:10]=[CH:9][C:5]2[N:6]=[CH:7][NH:8][C:4]=2[CH:3]=1.[F:11][C:12]1[C:19]([F:20])=[CH:18][C:17]([F:21])=[CH:16][C:13]=1[CH:14]=O.[Si]([C:26]#[N:27])(C)(C)C.Cl.[BH4-].[Na+].C([O:38][CH2:39]C)(OCC)OCC. (5) Given the product [CH3:63][O:62][C:60](=[O:61])[CH:59]([N:13]1[C:12]2[CH:14]=[CH:15][C:16]([C:18]([O:20][CH3:21])=[O:19])=[CH:17][C:11]=2[S:10][C:9]1=[N:8][C:6](=[O:7])[C:5]1[CH:4]=[CH:3][C:2]([CH3:1])=[CH:23][CH:22]=1)[CH2:64][CH3:65], predict the reactants needed to synthesize it. The reactants are: [CH3:1][C:2]1[CH:23]=[CH:22][C:5]([C:6]([NH:8][C:9]2[S:10][C:11]3[CH:17]=[C:16]([C:18]([O:20][CH3:21])=[O:19])[CH:15]=[CH:14][C:12]=3[N:13]=2)=[O:7])=[CH:4][CH:3]=1.C(C(N1C2C=CC(C(O)=O)=CC=2SC1=NC(=O)C1C=CC(C)=CC=1)CC)(O)=O.C(=O)([O-])[O-].[K+].[K+].Br[CH:59]([CH2:64][CH3:65])[C:60]([O:62][CH3:63])=[O:61]. (6) Given the product [F:1][C:2]1[CH:3]=[C:4]([C@H:9]2[CH2:13][CH2:12][CH2:11][N:10]2[C:14]2[CH:19]=[CH:18][N:17]3[N:20]=[CH:21][C:22]([C:23]([O:25][CH3:26])=[O:24])=[C:16]3[N:15]=2)[C:5]([O:8][S:29]([C:28]([F:47])([F:46])[F:27])(=[O:31])=[O:30])=[N:6][CH:7]=1, predict the reactants needed to synthesize it. The reactants are: [F:1][C:2]1[CH:3]=[C:4]([C@H:9]2[CH2:13][CH2:12][CH2:11][N:10]2[C:14]2[CH:19]=[CH:18][N:17]3[N:20]=[CH:21][C:22]([C:23]([O:25][CH3:26])=[O:24])=[C:16]3[N:15]=2)[C:5]([OH:8])=[N:6][CH:7]=1.[F:27][C:28]([F:47])([F:46])[S:29](N(C1C=CC=CC=1)[S:29]([C:28]([F:47])([F:46])[F:27])(=[O:31])=[O:30])(=[O:31])=[O:30].C(N(CC)CC)C.